This data is from Full USPTO retrosynthesis dataset with 1.9M reactions from patents (1976-2016). The task is: Predict the reactants needed to synthesize the given product. (1) Given the product [CH3:28][N:29]([CH3:30])[CH2:25][CH2:24][C:21]1[CH:22]=[CH:23][C:18]([NH:17][C:14]2[S:15][CH:16]=[C:12]([C:9]3[CH:10]=[CH:11][N:6]=[CH:7][CH:8]=3)[N:13]=2)=[CH:19][CH:20]=1, predict the reactants needed to synthesize it. The reactants are: CS(Cl)(=O)=O.[N:6]1[CH:11]=[CH:10][C:9]([C:12]2[N:13]=[C:14]([NH:17][C:18]3[CH:23]=[CH:22][C:21]([CH2:24][CH2:25]O)=[CH:20][CH:19]=3)[S:15][CH:16]=2)=[CH:8][CH:7]=1.C[CH2:28][N:29](C(C)C)[CH:30](C)C. (2) Given the product [CH3:1][O:2][CH2:3][CH:4]([CH2:5][O:6][CH3:7])[O:8][C:13]1[CH:14]=[C:15]([CH3:24])[C:16]2[N:17]([C:19]([NH2:22])=[N:20][N:21]=2)[N:18]=1, predict the reactants needed to synthesize it. The reactants are: [CH3:1][O:2][CH2:3][CH:4]([OH:8])[CH2:5][O:6][CH3:7].[H-].[Na+].Br.Cl[C:13]1[CH:14]=[CH:15][C:16]2[N:17]([C:19]([NH2:22])=[N:20][N:21]=2)[N:18]=1.O.[CH3:24]N(C=O)C.